From a dataset of Forward reaction prediction with 1.9M reactions from USPTO patents (1976-2016). Predict the product of the given reaction. (1) Given the reactants [F:1][C:2]1[CH:11]=[C:10]2[C:5]([CH:6]=[CH:7][CH:8]=[N:9]2)=[CH:4][C:3]=1[CH:12]([CH3:17])[C:13](OC)=[O:14].O.[NH2:19][NH2:20], predict the reaction product. The product is: [F:1][C:2]1[CH:11]=[C:10]2[C:5]([CH:6]=[CH:7][CH:8]=[N:9]2)=[CH:4][C:3]=1[CH:12]([CH3:17])[C:13]([NH:19][NH2:20])=[O:14]. (2) Given the reactants C(O[BH-](OC(=O)C)OC(=O)C)(=O)C.[Na+].Cl.[CH:16]1([C:26]([O:28][CH2:29][CH3:30])=[O:27])[C:25]2[C:20](=[CH:21][CH:22]=[CH:23][CH:24]=2)[CH2:19][CH2:18][NH:17]1.[CH:31](=O)[C:32]1[CH:37]=[CH:36][CH:35]=[CH:34][CH:33]=1.[OH-].[Na+], predict the reaction product. The product is: [CH2:31]([N:17]1[CH2:18][CH2:19][C:20]2[C:25](=[CH:24][CH:23]=[CH:22][CH:21]=2)[CH:16]1[C:26]([O:28][CH2:29][CH3:30])=[O:27])[C:32]1[CH:37]=[CH:36][CH:35]=[CH:34][CH:33]=1. (3) Given the reactants [CH:1]([C:3]1[CH:4]=[CH:5][C:6]([O:12][CH3:13])=[C:7](B(O)O)[CH:8]=1)=[O:2].Br[C:15]1[CH:25]=[CH:24][C:18]2[O:19][C:20]([F:23])([F:22])[O:21][C:17]=2[CH:16]=1.C(=O)([O-])[O-].[K+].[K+], predict the reaction product. The product is: [F:23][C:20]1([F:22])[O:19][C:18]2[CH:24]=[CH:25][C:15]([C:7]3[CH:8]=[C:3]([CH:4]=[CH:5][C:6]=3[O:12][CH3:13])[CH:1]=[O:2])=[CH:16][C:17]=2[O:21]1. (4) Given the reactants [NH2:1][CH:2]1[CH2:7][CH2:6][N:5]([C:8]([O:10][C:11]([CH3:14])([CH3:13])[CH3:12])=[O:9])[CH2:4][CH2:3]1.CI.[CH3:17]CN(CC)CC.C([O-])(O)=O.[Na+], predict the reaction product. The product is: [CH3:17][NH:1][CH:2]1[CH2:3][CH2:4][N:5]([C:8]([O:10][C:11]([CH3:14])([CH3:13])[CH3:12])=[O:9])[CH2:6][CH2:7]1. (5) The product is: [C:1]([O:5][C:6]([N:8]1[CH2:12][CH2:11][C@H:10]([O:13][CH2:17][C:18]2[C:19]([C:20]#[N:21])=[CH:22][CH:23]=[CH:24][C:25]=2[Cl:26])[CH2:9]1)=[O:7])([CH3:4])([CH3:2])[CH3:3]. Given the reactants [C:1]([O:5][C:6]([N:8]1[CH2:12][CH2:11][C@H:10]([OH:13])[CH2:9]1)=[O:7])([CH3:4])([CH3:3])[CH3:2].[H-].[Na+].Br[CH2:17][C:18]1[C:25]([Cl:26])=[CH:24][CH:23]=[CH:22][C:19]=1[C:20]#[N:21], predict the reaction product. (6) Given the reactants Cl.Cl[CH2:3][C:4]1[N:5]=[C:6]([NH2:9])[S:7][CH:8]=1.[CH3:10][NH:11][CH3:12], predict the reaction product. The product is: [CH3:10][N:11]([CH2:3][C:4]1[N:5]=[C:6]([NH2:9])[S:7][CH:8]=1)[CH3:12].